Dataset: NCI-60 drug combinations with 297,098 pairs across 59 cell lines. Task: Regression. Given two drug SMILES strings and cell line genomic features, predict the synergy score measuring deviation from expected non-interaction effect. (1) Drug 1: CN(CC1=CN=C2C(=N1)C(=NC(=N2)N)N)C3=CC=C(C=C3)C(=O)NC(CCC(=O)O)C(=O)O. Drug 2: CC1=C(C(CCC1)(C)C)C=CC(=CC=CC(=CC(=O)O)C)C. Cell line: BT-549. Synergy scores: CSS=-0.594, Synergy_ZIP=-3.00, Synergy_Bliss=0.171, Synergy_Loewe=-24.0, Synergy_HSA=-3.63. (2) Drug 1: CC1CCC2CC(C(=CC=CC=CC(CC(C(=O)C(C(C(=CC(C(=O)CC(OC(=O)C3CCCCN3C(=O)C(=O)C1(O2)O)C(C)CC4CCC(C(C4)OC)OCCO)C)C)O)OC)C)C)C)OC. Drug 2: C1C(C(OC1N2C=NC(=NC2=O)N)CO)O. Cell line: SK-MEL-2. Synergy scores: CSS=20.9, Synergy_ZIP=4.86, Synergy_Bliss=8.26, Synergy_Loewe=12.6, Synergy_HSA=12.7. (3) Drug 1: CCCS(=O)(=O)NC1=C(C(=C(C=C1)F)C(=O)C2=CNC3=C2C=C(C=N3)C4=CC=C(C=C4)Cl)F. Drug 2: CC1CCC2CC(C(=CC=CC=CC(CC(C(=O)C(C(C(=CC(C(=O)CC(OC(=O)C3CCCCN3C(=O)C(=O)C1(O2)O)C(C)CC4CCC(C(C4)OC)O)C)C)O)OC)C)C)C)OC. Cell line: UACC62. Synergy scores: CSS=46.4, Synergy_ZIP=0.407, Synergy_Bliss=-0.163, Synergy_Loewe=3.88, Synergy_HSA=4.69. (4) Drug 1: CC12CCC3C(C1CCC2=O)CC(=C)C4=CC(=O)C=CC34C. Drug 2: CNC(=O)C1=NC=CC(=C1)OC2=CC=C(C=C2)NC(=O)NC3=CC(=C(C=C3)Cl)C(F)(F)F. Cell line: NCI-H322M. Synergy scores: CSS=11.0, Synergy_ZIP=-4.42, Synergy_Bliss=-1.88, Synergy_Loewe=-3.62, Synergy_HSA=-0.685. (5) Drug 1: CC1C(C(CC(O1)OC2CC(CC3=C2C(=C4C(=C3O)C(=O)C5=C(C4=O)C(=CC=C5)OC)O)(C(=O)C)O)N)O.Cl. Drug 2: C1=CC(=CC=C1CCCC(=O)O)N(CCCl)CCCl. Cell line: RXF 393. Synergy scores: CSS=21.9, Synergy_ZIP=-1.88, Synergy_Bliss=4.00, Synergy_Loewe=1.10, Synergy_HSA=6.43. (6) Drug 1: CC1=CC2C(CCC3(C2CCC3(C(=O)C)OC(=O)C)C)C4(C1=CC(=O)CC4)C. Drug 2: C1=NC2=C(N=C(N=C2N1C3C(C(C(O3)CO)O)F)Cl)N. Cell line: IGROV1. Synergy scores: CSS=15.6, Synergy_ZIP=-6.16, Synergy_Bliss=1.41, Synergy_Loewe=-21.8, Synergy_HSA=0.0544.